Task: Predict the reactants needed to synthesize the given product.. Dataset: Full USPTO retrosynthesis dataset with 1.9M reactions from patents (1976-2016) (1) Given the product [CH3:33][O:32][C:29]1[CH:28]=[CH:27][C:26]([CH2:25][N:22]2[C:14]3=[N:15][C:16]([C:18]([F:21])([F:19])[F:20])=[CH:17][C:12]([CH2:11][N:7]4[CH2:8][CH:4]([CH2:1][CH2:2][CH3:3])[CH2:5][C:6]4=[O:9])=[C:13]3[N:24]=[CH:23]2)=[CH:31][CH:30]=1, predict the reactants needed to synthesize it. The reactants are: [CH2:1]([CH:4]1[CH2:8][NH:7][C:6](=[O:9])[CH2:5]1)[CH2:2][CH3:3].Cl[CH2:11][C:12]1[CH:17]=[C:16]([C:18]([F:21])([F:20])[F:19])[N:15]=[C:14]2[N:22]([CH2:25][C:26]3[CH:31]=[CH:30][C:29]([O:32][CH3:33])=[CH:28][CH:27]=3)[CH:23]=[N:24][C:13]=12. (2) Given the product [CH:3]1([NH:8][C:9]2[N:14]3[N:15]=[C:16]([C:30]4[CH:35]=[CH:34][C:33]([F:36])=[CH:32][CH:31]=4)[C:17]([C:18]4[CH:23]=[CH:22][N:21]=[C:20]([NH:24][CH:25]5[CH2:26][CH2:27][CH2:28][CH2:29]5)[N:19]=4)=[C:13]3[CH:12]=[CH:11][C:10]=2[C:37]([NH:45][OH:46])=[O:39])[CH2:7][CH2:6][CH2:5][CH2:4]1, predict the reactants needed to synthesize it. The reactants are: Cl.Cl.[CH:3]1([NH:8][C:9]2[N:14]3[N:15]=[C:16]([C:30]4[CH:35]=[CH:34][C:33]([F:36])=[CH:32][CH:31]=4)[C:17]([C:18]4[CH:23]=[CH:22][N:21]=[C:20]([NH:24][CH:25]5[CH2:29][CH2:28][CH2:27][CH2:26]5)[N:19]=4)=[C:13]3[CH:12]=[CH:11][C:10]=2[C:37]([OH:39])=O)[CH2:7][CH2:6][CH2:5][CH2:4]1.S(Cl)(Cl)=O.Cl.[NH2:45][OH:46].C(=O)([O-])[O-].[K+].[K+]. (3) The reactants are: [Cl:1][C:2]1[C:32]([CH3:33])=[C:31]([Cl:34])[CH:30]=[CH:29][C:3]=1[O:4][CH:5]1[CH2:10][CH2:9][N:8]([CH2:11][CH:12]2[CH2:17][CH2:16][N:15]([C@@H:18]([CH2:22][C:23]3[CH:28]=[CH:27][CH:26]=[CH:25][CH:24]=3)[C:19]([OH:21])=[O:20])[CH2:14][CH2:13]2)[CH2:7][CH2:6]1.[ClH:35]. Given the product [ClH:1].[ClH:35].[Cl:1][C:2]1[C:32]([CH3:33])=[C:31]([Cl:34])[CH:30]=[CH:29][C:3]=1[O:4][CH:5]1[CH2:6][CH2:7][N:8]([CH2:11][CH:12]2[CH2:13][CH2:14][N:15]([C@@H:18]([CH2:22][C:23]3[CH:24]=[CH:25][CH:26]=[CH:27][CH:28]=3)[C:19]([OH:21])=[O:20])[CH2:16][CH2:17]2)[CH2:9][CH2:10]1, predict the reactants needed to synthesize it. (4) Given the product [C:37]([O:36][C:35]([NH:34][CH:31]1[CH2:32][CH2:33][CH:28]([S:18][CH2:17][C:3]2[N:4]=[C:5]([C:7]3[CH:8]=[CH:9][C:10]([C:11]([O:13][CH3:14])=[O:12])=[CH:15][CH:16]=3)[O:6][C:2]=2[CH3:1])[CH2:29][CH2:30]1)=[O:41])([CH3:40])([CH3:38])[CH3:39], predict the reactants needed to synthesize it. The reactants are: [CH3:1][C:2]1[O:6][C:5]([C:7]2[CH:16]=[CH:15][C:10]([C:11]([O:13][CH3:14])=[O:12])=[CH:9][CH:8]=2)=[N:4][C:3]=1[CH2:17][SH:18].C(=O)([O-])[O-].CS(O[CH:28]1[CH2:33][CH2:32][CH:31]([NH:34][C:35](=[O:41])[O:36][C:37]([CH3:40])([CH3:39])[CH3:38])[CH2:30][CH2:29]1)(=O)=O. (5) Given the product [F:1][C:2]1[C:3]([NH:12][C:13]2([CH3:32])[CH2:17][CH2:16][CH2:15][CH:14]2[NH2:18])=[N:4][CH:5]=[C:6]([C:8]([F:11])([F:9])[F:10])[CH:7]=1, predict the reactants needed to synthesize it. The reactants are: [F:1][C:2]1[C:3]([NH:12][C:13]2([CH3:32])[CH2:17][CH2:16][CH2:15][CH:14]2[NH:18]C(=O)O[C@@H]2C[C@H](C)CC[C@H]2C(C)C)=[N:4][CH:5]=[C:6]([C:8]([F:11])([F:10])[F:9])[CH:7]=1.Br. (6) Given the product [Cl:20][C:16]1[CH:17]=[CH:18][CH:19]=[C:14]([Br:13])[C:15]=1[CH:23]=[O:24], predict the reactants needed to synthesize it. The reactants are: C([Li])CCC.C(NC(C)C)(C)C.[Br:13][C:14]1[CH:19]=[CH:18][CH:17]=[C:16]([Cl:20])[CH:15]=1.CN(C)[CH:23]=[O:24]. (7) Given the product [CH:85]1[C:84]2[CH:83]([CH2:82][O:81][C:80]([NH:79][C@@H:3]([C:4]3[CH:5]=[CH:6][CH:7]=[CH:8][CH:9]=3)[C@@H:2]([OH:34])[C:1]([O:11][CH3:12])=[O:10])=[O:96])[C:95]3[C:90](=[CH:91][CH:92]=[CH:93][CH:94]=3)[C:89]=2[CH:88]=[CH:87][CH:86]=1, predict the reactants needed to synthesize it. The reactants are: [C:1]([O:11][CH3:12])(=[O:10])[CH:2]=[CH:3][C:4]1[CH:9]=[CH:8][CH:7]=[CH:6][CH:5]=1.CC[C@H]1[C@H]2C[C@H]([C@H](OC3C4C(=CC=CC=4)C(O[C@H](C4C=CN=C5C=4C=C(OC)C=C5)[C@@H]4N5C[C@H](CC)[C@@H](CC5)C4)=NN=3)C3C=CN=C4C=3C=C([O:34]C)C=C4)N(CC2)C1.ClC1C=CC(C(O[NH:79][C:80](=[O:96])[O:81][CH2:82][CH:83]2[C:95]3[CH:94]=[CH:93][CH:92]=[CH:91][C:90]=3[C:89]3[C:84]2=[CH:85][CH:86]=[CH:87][CH:88]=3)=O)=CC=1. (8) Given the product [Cl:16][CH2:10][C:9]1[CH:12]=[CH:13][C:6]([CH:3]([CH3:5])[CH3:4])=[CH:7][CH:8]=1, predict the reactants needed to synthesize it. The reactants are: CO.[CH:3]([C:6]1[CH:13]=[CH:12][C:9]([CH:10]=O)=[CH:8][CH:7]=1)([CH3:5])[CH3:4].[BH4-].[Na+].[Cl:16]CCl. (9) Given the product [CH3:14][C:8]1[C:4]2[S:5][C:6]([Sn:21]([CH3:23])([CH3:22])[CH3:20])=[CH:7][C:3]=2[C:2]([CH3:1])=[C:10]2[S:11][C:12]([Sn:21]([CH3:23])([CH3:22])[CH3:20])=[CH:13][C:9]=12, predict the reactants needed to synthesize it. The reactants are: [CH3:1][C:2]1[C:10]2[S:11][CH:12]=[CH:13][C:9]=2[C:8]([CH3:14])=[C:4]2[S:5][CH:6]=[CH:7][C:3]=12.C([Li])(C)(C)C.[CH3:20][Sn:21](Cl)([CH3:23])[CH3:22]. (10) The reactants are: Cl.[F:2][C@@H:3]1[CH2:7][CH2:6][NH:5][CH2:4]1.O=[C:9]1[CH2:14][CH2:13][CH:12]([NH:15]C(=O)OC(C)(C)C)[CH2:11][CH2:10]1. Given the product [F:2][C@@H:3]1[CH2:7][CH2:6][N:5]([CH:9]2[CH2:14][CH2:13][CH:12]([NH2:15])[CH2:11][CH2:10]2)[CH2:4]1, predict the reactants needed to synthesize it.